Dataset: Full USPTO retrosynthesis dataset with 1.9M reactions from patents (1976-2016). Task: Predict the reactants needed to synthesize the given product. (1) Given the product [ClH:22].[Cl:22][C:23]1[C:24]([C@@H:31]([NH2:41])[CH2:32][C:33]2[CH:38]=[C:37]([F:39])[CH:36]=[C:35]([F:40])[CH:34]=2)=[N:25][CH:26]=[C:27]([S:29][CH3:30])[N:28]=1, predict the reactants needed to synthesize it. The reactants are: Cl.BrC1C([C@@H](N)CC2C=C(F)C=C(F)C=2)=NC(SC)=NC=1.[Cl:22][C:23]1[C:24]([C@@H:31]([NH:41][S@](C(C)(C)C)=O)[CH2:32][C:33]2[CH:38]=[C:37]([F:39])[CH:36]=[C:35]([F:40])[CH:34]=2)=[N:25][CH:26]=[C:27]([S:29][CH3:30])[N:28]=1. (2) The reactants are: [F:1][C:2]1[C:7]([F:8])=[CH:6][CH:5]=[CH:4][C:3]=1[C@:9]12[CH2:16][O:15][C@H:14]([CH2:17][O:18][C:19]([C:32]3[CH:37]=[CH:36][CH:35]=[CH:34][CH:33]=3)([C:26]3[CH:31]=[CH:30][CH:29]=[CH:28][CH:27]=3)[C:20]3[CH:25]=[CH:24][CH:23]=[CH:22][CH:21]=3)[C@H:13]1[CH2:12][O:11][NH:10]2. Given the product [NH2:10][C@@:9]1([C:3]2[CH:4]=[CH:5][CH:6]=[C:7]([F:8])[C:2]=2[F:1])[CH2:16][O:15][C@H:14]([CH2:17][O:18][C:19]([C:26]2[CH:27]=[CH:28][CH:29]=[CH:30][CH:31]=2)([C:32]2[CH:37]=[CH:36][CH:35]=[CH:34][CH:33]=2)[C:20]2[CH:21]=[CH:22][CH:23]=[CH:24][CH:25]=2)[C@H:13]1[CH2:12][OH:11], predict the reactants needed to synthesize it. (3) Given the product [F:1][C:2]1[CH:3]=[CH:4][C:5]([C:8]2[C:12]([CH2:13][O:14][C:15]3[N:16]=[CH:17][C:18]([C:19]([N:25]4[CH2:30][CH2:29][O:28][CH2:27][CH2:26]4)=[O:21])=[CH:22][CH:23]=3)=[C:11]([CH3:24])[O:10][N:9]=2)=[CH:6][CH:7]=1, predict the reactants needed to synthesize it. The reactants are: [F:1][C:2]1[CH:7]=[CH:6][C:5]([C:8]2[C:12]([CH2:13][O:14][C:15]3[CH:23]=[CH:22][C:18]([C:19]([OH:21])=O)=[CH:17][N:16]=3)=[C:11]([CH3:24])[O:10][N:9]=2)=[CH:4][CH:3]=1.[NH:25]1[CH2:30][CH2:29][O:28][CH2:27][CH2:26]1.